The task is: Predict the product of the given reaction.. This data is from Forward reaction prediction with 1.9M reactions from USPTO patents (1976-2016). The product is: [CH3:24][C:22]1[CH:21]=[CH:20][N:19]=[C:18]([N:16]2[C:4](=[O:15])[C:5]([N:10]3[CH:14]=[CH:13][N:12]=[N:11]3)=[CH:6][NH:7]2)[CH:23]=1. Given the reactants C(O[C:4](=[O:15])[C:5]([N:10]1[CH:14]=[CH:13][N:12]=[N:11]1)=[CH:6][N:7](C)C)C.[NH:16]([C:18]1[CH:23]=[C:22]([CH3:24])[CH:21]=[CH:20][N:19]=1)N.C12(CS(O)(=O)=O)C(C)(C)C(CC1)CC2=O, predict the reaction product.